This data is from Reaction yield outcomes from USPTO patents with 853,638 reactions. The task is: Predict the reaction yield, written as a fraction of the theoretical maximum amount of product (1.0 means a 100% yield; for example, 0.34 means a 34% yield). (1) The reactants are [CH2:1]([C:6]1[S:7][C:8]2[N:9]=[C:10]([NH2:21])[N:11]=[C:12]([N:15]3[CH2:20][CH2:19][NH:18][CH2:17][CH2:16]3)[C:13]=2[N:14]=1)[CH2:2][CH2:3][CH2:4][CH3:5].[Cl:22][C:23]1[CH:33]=[CH:32][C:26]([O:27][CH2:28][C:29](O)=[O:30])=[CH:25][CH:24]=1. No catalyst specified. The product is [NH2:21][C:10]1[N:11]=[C:12]([N:15]2[CH2:20][CH2:19][N:18]([C:29](=[O:30])[CH2:28][O:27][C:26]3[CH:32]=[CH:33][C:23]([Cl:22])=[CH:24][CH:25]=3)[CH2:17][CH2:16]2)[C:13]2[N:14]=[C:6]([CH2:1][CH2:2][CH2:3][CH2:4][CH3:5])[S:7][C:8]=2[N:9]=1. The yield is 0.300. (2) The reactants are [C:12]([O:11][C:9](O[C:9]([O:11][C:12]([CH3:15])([CH3:14])[CH3:13])=[O:10])=[O:10])([CH3:15])([CH3:14])[CH3:13].[Cl:16][C:17]1[N:22]=[CH:21][C:20]([NH2:23])=[CH:19][CH:18]=1.O. The catalyst is O1CCOCC1. The product is [Cl:16][C:17]1[N:22]=[CH:21][C:20]([NH:23][C:9](=[O:10])[O:11][C:12]([CH3:13])([CH3:14])[CH3:15])=[CH:19][CH:18]=1. The yield is 0.940. (3) The catalyst is C1COCC1.CC(OC)(C)C.Cl[Pd](Cl)([P](C1C=CC=CC=1)(C1C=CC=CC=1)C1C=CC=CC=1)[P](C1C=CC=CC=1)(C1C=CC=CC=1)C1C=CC=CC=1.[Cu]I. The reactants are [F:1][C:2]([F:11])([F:10])[C:3]1[CH:8]=[CH:7][CH:6]=[C:5](I)[CH:4]=1.[CH2:12]([OH:15])[C:13]#[CH:14].C(N(CC)CC)C. The product is [F:1][C:2]([F:11])([F:10])[C:3]1[CH:4]=[C:5]([C:14]#[C:13][CH2:12][OH:15])[CH:6]=[CH:7][CH:8]=1. The yield is 0.950. (4) The reactants are [NH2:1][C:2]1[CH:7]=[CH:6][C:5]([N:8]2[C:12]([CH2:13][CH2:14][CH3:15])=[C:11]([C:16]([NH:18][CH:19]3[CH2:21][CH2:20]3)=[O:17])[N:10]=[N:9]2)=[CH:4][CH:3]=1.[C:22](Cl)(=[O:25])[CH2:23][CH3:24]. The catalyst is ClCCl. The product is [CH:19]1([NH:18][C:16]([C:11]2[N:10]=[N:9][N:8]([C:5]3[CH:6]=[CH:7][C:2]([NH:1][C:22](=[O:25])[CH2:23][CH3:24])=[CH:3][CH:4]=3)[C:12]=2[CH2:13][CH2:14][CH3:15])=[O:17])[CH2:20][CH2:21]1. The yield is 0.310. (5) The reactants are [C:1](=[O:4])([O-:3])[O-].[Cs+].[Cs+].[F:7][C:8]1[CH:13]=[CH:12][CH:11]=[C:10]([F:14])[C:9]=1[N:15]1[C:20](=[O:21])[CH2:19][N:18]([CH2:22][C@H:23]([NH:31]S(C2C=CC=CC=2[N+]([O-])=O)(=O)=O)[C@@H:24]2[CH2:28][C@@H:27]([CH3:29])C(=O)O2)[C:17]([CH3:45])([CH3:44])[CH2:16]1.C1(S)C=CC=CC=1.C(=O)(O)[O-].[Na+].[C:58](OC(OC(C)(C)C)=O)([O:60][C:61]([CH3:64])([CH3:63])[CH3:62])=[O:59].N[C@H]([C@@H]1C[C@@H](C)C(=O)O1)CN1C(C)(C)CN(C2C(F)=CC=CC=2F)C(=O)C1. The catalyst is C(#N)C.[Cl-].[Na+].O.C(OCC)(=O)C.O. The product is [C:61]([O:60][C:58](=[O:59])[NH:31][C@H:23]([C@@H:24]1[CH2:28][C@@H:27]([CH3:29])[C:1](=[O:4])[O:3]1)[CH2:22][N:18]1[CH2:19][C:20](=[O:21])[N:15]([C:9]2[C:8]([F:7])=[CH:13][CH:12]=[CH:11][C:10]=2[F:14])[CH2:16][C:17]1([CH3:45])[CH3:44])([CH3:64])([CH3:63])[CH3:62]. The yield is 0.750. (6) The yield is 0.900. The catalyst is ClCCl. The reactants are FC(F)(F)C(O)=O.C([O:12][C:13](=[O:40])[CH2:14][CH2:15][C:16]1[CH:21]=[CH:20][C:19]([C:22]([N:24]2[CH2:33][C:32]3[CH:31]=[N:30][N:29]([CH3:34])[C:28]=3[NH:27][C:26]3[CH:35]=[CH:36][CH:37]=[CH:38][C:25]2=3)=[O:23])=[CH:18][C:17]=1[CH3:39])(C)(C)C. The product is [CH3:39][C:17]1[CH:18]=[C:19]([C:22]([N:24]2[CH2:33][C:32]3[CH:31]=[N:30][N:29]([CH3:34])[C:28]=3[NH:27][C:26]3[CH:35]=[CH:36][CH:37]=[CH:38][C:25]2=3)=[O:23])[CH:20]=[CH:21][C:16]=1[CH2:15][CH2:14][C:13]([OH:40])=[O:12].